This data is from Forward reaction prediction with 1.9M reactions from USPTO patents (1976-2016). The task is: Predict the product of the given reaction. Given the reactants C([O:3][C:4]([C:6]1[S:10][C:9]([CH3:11])=[N:8][C:7]=1[C:12]1[CH:17]=[CH:16][CH:15]=[C:14]([Cl:18])[CH:13]=1)=[O:5])C.COC(C1N=C(N(C)C)SC=1C1C=CC=C(OC)C=1)=O, predict the reaction product. The product is: [Cl:18][C:14]1[CH:13]=[C:12]([C:7]2[N:8]=[C:9]([CH3:11])[S:10][C:6]=2[C:4]([OH:5])=[O:3])[CH:17]=[CH:16][CH:15]=1.